Dataset: NCI-60 drug combinations with 297,098 pairs across 59 cell lines. Task: Regression. Given two drug SMILES strings and cell line genomic features, predict the synergy score measuring deviation from expected non-interaction effect. (1) Drug 1: CC1C(C(CC(O1)OC2CC(CC3=C2C(=C4C(=C3O)C(=O)C5=C(C4=O)C(=CC=C5)OC)O)(C(=O)CO)O)N)O.Cl. Drug 2: CC1=C(N=C(N=C1N)C(CC(=O)N)NCC(C(=O)N)N)C(=O)NC(C(C2=CN=CN2)OC3C(C(C(C(O3)CO)O)O)OC4C(C(C(C(O4)CO)O)OC(=O)N)O)C(=O)NC(C)C(C(C)C(=O)NC(C(C)O)C(=O)NCCC5=NC(=CS5)C6=NC(=CS6)C(=O)NCCC[S+](C)C)O. Cell line: EKVX. Synergy scores: CSS=9.40, Synergy_ZIP=-3.42, Synergy_Bliss=2.53, Synergy_Loewe=-1.86, Synergy_HSA=0.429. (2) Drug 1: CC1=C(C=C(C=C1)NC2=NC=CC(=N2)N(C)C3=CC4=NN(C(=C4C=C3)C)C)S(=O)(=O)N.Cl. Drug 2: C1=CC(=CC=C1CC(C(=O)O)N)N(CCCl)CCCl.Cl. Cell line: HS 578T. Synergy scores: CSS=20.5, Synergy_ZIP=2.19, Synergy_Bliss=7.84, Synergy_Loewe=-1.98, Synergy_HSA=3.79. (3) Drug 1: C1CN1C2=NC(=NC(=N2)N3CC3)N4CC4. Drug 2: CC(C)(C#N)C1=CC(=CC(=C1)CN2C=NC=N2)C(C)(C)C#N. Cell line: SK-OV-3. Synergy scores: CSS=9.14, Synergy_ZIP=-6.50, Synergy_Bliss=-0.0423, Synergy_Loewe=-2.44, Synergy_HSA=-2.87. (4) Drug 1: CC1OCC2C(O1)C(C(C(O2)OC3C4COC(=O)C4C(C5=CC6=C(C=C35)OCO6)C7=CC(=C(C(=C7)OC)O)OC)O)O. Drug 2: C#CCC(CC1=CN=C2C(=N1)C(=NC(=N2)N)N)C3=CC=C(C=C3)C(=O)NC(CCC(=O)O)C(=O)O. Cell line: A498. Synergy scores: CSS=25.4, Synergy_ZIP=-5.51, Synergy_Bliss=-2.19, Synergy_Loewe=-0.723, Synergy_HSA=-0.471. (5) Drug 1: CN(CC1=CN=C2C(=N1)C(=NC(=N2)N)N)C3=CC=C(C=C3)C(=O)NC(CCC(=O)O)C(=O)O. Drug 2: CC1=C(C(=O)C2=C(C1=O)N3CC4C(C3(C2COC(=O)N)OC)N4)N. Cell line: A549. Synergy scores: CSS=65.5, Synergy_ZIP=-4.20, Synergy_Bliss=-7.10, Synergy_Loewe=-4.20, Synergy_HSA=-3.76. (6) Synergy scores: CSS=69.8, Synergy_ZIP=0.719, Synergy_Bliss=2.50, Synergy_Loewe=4.42, Synergy_HSA=6.16. Drug 2: CC=C1C(=O)NC(C(=O)OC2CC(=O)NC(C(=O)NC(CSSCCC=C2)C(=O)N1)C(C)C)C(C)C. Cell line: 786-0. Drug 1: C1=CC(=C2C(=C1NCCNCCO)C(=O)C3=C(C=CC(=C3C2=O)O)O)NCCNCCO. (7) Drug 1: CC(C)(C#N)C1=CC(=CC(=C1)CN2C=NC=N2)C(C)(C)C#N. Drug 2: N.N.Cl[Pt+2]Cl. Cell line: RPMI-8226. Synergy scores: CSS=49.9, Synergy_ZIP=-1.67, Synergy_Bliss=-2.96, Synergy_Loewe=0.461, Synergy_HSA=-0.518.